This data is from Peptide-MHC class I binding affinity with 185,985 pairs from IEDB/IMGT. The task is: Regression. Given a peptide amino acid sequence and an MHC pseudo amino acid sequence, predict their binding affinity value. This is MHC class I binding data. The peptide sequence is FHNNWGATL. The MHC is HLA-A30:01 with pseudo-sequence HLA-A30:01. The binding affinity (normalized) is 0.0847.